Task: Predict the product of the given reaction.. Dataset: Forward reaction prediction with 1.9M reactions from USPTO patents (1976-2016) (1) Given the reactants C([O:9][C:10]1[C:19]2[C:14](=[CH:15][CH:16]=[CH:17][CH:18]=2)[C:13](O)=[C:12]([CH3:21])[CH:11]=1)(=O)C1C=CC=CC=1.C(=O)([O-])[O-:23].[K+].[K+].[Cl:28][CH2:29][CH:30]1[CH2:32][O:31]1.[ClH:33].Cl.[CH3:35][O:36][C:37]1[CH:42]=[C:41]([O:43][CH3:44])[CH:40]=[CH:39][C:38]=1[N:45]1[CH2:50][CH2:49][NH:48][CH2:47][CH2:46]1.C(N(CC)CC)C, predict the reaction product. The product is: [ClH:28].[ClH:33].[CH3:21][C:12]1[CH:11]=[C:10]([OH:9])[C:19]2[C:14](=[CH:15][CH:16]=[CH:17][CH:18]=2)[C:13]=1[O:31][CH2:32][CH:30]([OH:23])[CH2:29][N:48]1[CH2:47][CH2:46][N:45]([C:38]2[CH:39]=[CH:40][C:41]([O:43][CH3:44])=[CH:42][C:37]=2[O:36][CH3:35])[CH2:50][CH2:49]1. (2) Given the reactants [NH2:1][C:2]1[CH:7]=[CH:6][C:5]([N:8]2[CH2:13][CH2:12][N:11]([CH:14]([C:20]3[CH:25]=[CH:24][CH:23]=[CH:22][CH:21]=3)[C:15]([NH:17][CH2:18][CH3:19])=[O:16])[CH2:10][CH2:9]2)=[C:4]([F:26])[CH:3]=1.Cl.[CH2:28]([N:30]([CH2:36][CH3:37])[CH2:31][CH2:32][C:33](O)=[O:34])[CH3:29].C1CN([P+](Br)(N2CCCC2)N2CCCC2)CC1.F[P-](F)(F)(F)(F)F.CCN(C(C)C)C(C)C, predict the reaction product. The product is: [CH2:28]([N:30]([CH2:36][CH3:37])[CH2:31][CH2:32][C:33]([NH:1][C:2]1[CH:7]=[CH:6][C:5]([N:8]2[CH2:13][CH2:12][N:11]([CH:14]([C:15](=[O:16])[NH:17][CH2:18][CH3:19])[C:20]3[CH:21]=[CH:22][CH:23]=[CH:24][CH:25]=3)[CH2:10][CH2:9]2)=[C:4]([F:26])[CH:3]=1)=[O:34])[CH3:29]. (3) Given the reactants Cl[C:2]([N:4]=[C:5]=[O:6])=[O:3].[OH:7][NH:8][C:9](=[O:20])[N:10]([CH:17]([CH3:19])[CH3:18])[C:11]1[CH:16]=[CH:15][CH:14]=[CH:13][CH:12]=1.C(N(CC)CC)C.C(=O)([O-])[O-].[K+].[K+], predict the reaction product. The product is: [CH3:19][CH:17]([N:10]([C:11]1[CH:16]=[CH:15][CH:14]=[CH:13][CH:12]=1)[C:9]([N:8]1[C:5](=[O:6])[NH:4][C:2](=[O:3])[O:7]1)=[O:20])[CH3:18]. (4) Given the reactants C1C=CC2N(O)N=NC=2C=1.CCN=C=NCCCN(C)C.Cl.[CH2:23]([O:25][C:26]1[CH:27]=[C:28]([CH:32]=[C:33]([O:41][CH2:42][CH3:43])[C:34]=1[C:35]1[CH:36]=[N:37][N:38]([CH3:40])[CH:39]=1)[C:29]([OH:31])=O)[CH3:24].Cl.[CH3:45][C:46]([CH3:73])([CH3:72])[C:47]([O:49][CH2:50][N:51]1[N:55]=[N:54][C:53]([C:56]2[CH:57]=[C:58]3[C:68](=[CH:69][CH:70]=2)[O:67][C:61]2([CH2:66][CH2:65][NH:64][CH2:63][CH2:62]2)[CH2:60][C:59]3=[O:71])=[N:52]1)=[O:48], predict the reaction product. The product is: [CH3:45][C:46]([CH3:73])([CH3:72])[C:47]([O:49][CH2:50][N:51]1[N:55]=[N:54][C:53]([C:56]2[CH:57]=[C:58]3[C:68](=[CH:69][CH:70]=2)[O:67][C:61]2([CH2:62][CH2:63][N:64]([C:29]([C:28]4[CH:32]=[C:33]([O:41][CH2:42][CH3:43])[C:34]([C:35]5[CH:36]=[N:37][N:38]([CH3:40])[CH:39]=5)=[C:26]([O:25][CH2:23][CH3:24])[CH:27]=4)=[O:31])[CH2:65][CH2:66]2)[CH2:60][C:59]3=[O:71])=[N:52]1)=[O:48]. (5) Given the reactants [Cl:1][C:2]1[CH:9]=[CH:8][C:5]([CH2:6]Br)=[CH:4][CH:3]=1.[CH3:10][O:11][C:12]1[CH:30]=[C:29]([O:31][CH3:32])[CH:28]=[CH:27][C:13]=1[CH2:14][N:15]1[C:24]2[C:19](=[N:20][CH:21]=[CH:22][N:23]=2)[C:18](=[O:25])[NH:17][C:16]1=[O:26].C(=O)([O-])[O-].[K+].[K+].O, predict the reaction product. The product is: [Cl:1][C:2]1[CH:9]=[CH:8][C:5]([CH2:6][N:17]2[C:18](=[O:25])[C:19]3[C:24](=[N:23][CH:22]=[CH:21][N:20]=3)[N:15]([CH2:14][C:13]3[CH:27]=[CH:28][C:29]([O:31][CH3:32])=[CH:30][C:12]=3[O:11][CH3:10])[C:16]2=[O:26])=[CH:4][CH:3]=1. (6) Given the reactants [CH2:1]1[O:4][CH:2]1[CH3:3].[CH2:5]1[O:7][CH2:6]1.[CH3:8][C:9]([CH3:11])=[O:10].[OH2:12], predict the reaction product. The product is: [CH3:8][CH2:9][C:2]([CH2:1][OH:4])([CH2:3][OH:12])[CH2:5][OH:7].[CH3:8][CH:9]1[O:10][CH2:11]1.[CH2:6]1[O:7][CH2:5]1. (7) Given the reactants CS([C:5]1(C)[C:8](=[C:9]([C:14]2[CH:19]=[C:18]([F:20])[CH:17]=[C:16]([F:21])[CH:15]=2)[S:10]([CH3:13])(=[O:12])=[O:11])[CH2:7][N:6]1[C@H:22]([C:30]1[CH:35]=[CH:34][C:33]([CH2:36]Cl)=[CH:32][CH:31]=1)[C:23]1[CH:28]=[CH:27][C:26]([Cl:29])=[CH:25][CH:24]=1)(=O)=O.[NH:39]1[CH2:44][CH2:43][S:42][CH2:41][CH2:40]1, predict the reaction product. The product is: [Cl:29][C:26]1[CH:27]=[CH:28][C:23]([C@@H:22]([C:30]2[CH:35]=[CH:34][C:33]([CH2:36][N:39]3[CH2:44][CH2:43][S:42][CH2:41][CH2:40]3)=[CH:32][CH:31]=2)[N:6]2[CH2:7][C:8](=[C:9]([C:14]3[CH:19]=[C:18]([F:20])[CH:17]=[C:16]([F:21])[CH:15]=3)[S:10]([CH3:13])(=[O:12])=[O:11])[CH2:5]2)=[CH:24][CH:25]=1. (8) Given the reactants [CH3:1][N:2]1[CH2:7][CH2:6][CH2:5][CH2:4][CH2:3]1.[O:8](C)[S:9]([C:12]([F:15])([F:14])[F:13])(=[O:11])=[O:10], predict the reaction product. The product is: [F:13][C:12]([F:15])([F:14])[S:9]([O-:11])(=[O:10])=[O:8].[CH3:1][N+:2]1([CH3:12])[CH2:7][CH2:6][CH2:5][CH2:4][CH2:3]1. (9) Given the reactants Br[C:2]1[CH:3]=[C:4]([CH2:8][CH2:9][O:10][Si:11]([C:14]([CH3:17])([CH3:16])[CH3:15])([CH3:13])[CH3:12])[CH:5]=[CH:6][CH:7]=1.C([Li])CCC.CN([CH:26]=[O:27])C, predict the reaction product. The product is: [Si:11]([O:10][CH2:9][CH2:8][C:4]1[CH:3]=[C:2]([CH:7]=[CH:6][CH:5]=1)[CH:26]=[O:27])([C:14]([CH3:17])([CH3:16])[CH3:15])([CH3:13])[CH3:12].